From a dataset of M1 muscarinic receptor antagonist screen with 61,756 compounds. Binary Classification. Given a drug SMILES string, predict its activity (active/inactive) in a high-throughput screening assay against a specified biological target. (1) The molecule is N1(CCN(CC1)C)Cc1n(CCCC)c2c(n1)cccc2. The result is 1 (active). (2) The drug is S(=O)(=O)(Nc1ccc(cc1)C(O)=O)c1c2nsnc2ccc1. The result is 0 (inactive). (3) The compound is s1c(CNC(=O)Nc2cc3OCOc3cc2)ccc1. The result is 0 (inactive). (4) The compound is S(=O)(=O)(N1CCOCC1)c1cc2oc3c(c2cc1)cccc3. The result is 0 (inactive). (5) The drug is o1nc2nc(c(nc2n1)c1ccccc1)c1ccccc1. The result is 0 (inactive). (6) The molecule is s1c(c2nn(cc2C2NC(=O)NC(O)(C2C(=O)C)C(F)(F)F)c2ccccc2)ccc1. The result is 0 (inactive). (7) The drug is o1nc(c(C(=O)Nc2c(cc(OC)c(OC)c2)C(OC)=O)c1C)c1ccccc1. The result is 0 (inactive). (8) The result is 0 (inactive). The compound is OC1(N(C(=O)CC1)C)c1ccccc1. (9) The compound is O=C(Nc1ccc(C(CC)C)cc1)c1cccnc1. The result is 0 (inactive). (10) The compound is O=C(N1CCN(CC1)C(OCC)=O)C1CCC(CC1)C(=O)N1CCN(CC1)C(OCC)=O. The result is 0 (inactive).